From a dataset of Catalyst prediction with 721,799 reactions and 888 catalyst types from USPTO. Predict which catalyst facilitates the given reaction. (1) Reactant: [CH3:1][O:2][C:3]1([C:9]2[CH:10]=[C:11]([CH2:15][O:16][CH2:17]C(OC)=O)[CH:12]=[CH:13][CH:14]=2)[CH2:8][CH2:7][O:6][CH2:5][CH2:4]1.[Li+].[OH-:23].[CH3:24][OH:25]. Product: [CH3:1][O:2][C:3]1([C:9]2[CH:10]=[C:11]([CH:15]([O:16][CH3:17])[C:24]([OH:25])=[O:23])[CH:12]=[CH:13][CH:14]=2)[CH2:4][CH2:5][O:6][CH2:7][CH2:8]1. The catalyst class is: 6. (2) Reactant: C(OC([C:6]1([NH:17]C(=O)C)[CH2:15][C:14]2[C:9](=[CH:10][CH:11]=[CH:12][CH:13]=2)[NH:8][C:7]1=[O:16])=O)C. Product: [NH2:17][CH:6]1[CH2:15][C:14]2[C:9](=[CH:10][CH:11]=[CH:12][CH:13]=2)[NH:8][C:7]1=[O:16]. The catalyst class is: 126. (3) Reactant: I[CH2:2][CH3:3].CN(C=O)C.[OH:9][C:10]1[CH:19]=[C:18]([I:20])[CH:17]=[CH:16][C:11]=1[C:12]([O:14][CH3:15])=[O:13].C(=O)([O-])[O-].[K+].[K+]. Product: [CH2:2]([O:9][C:10]1[CH:19]=[C:18]([I:20])[CH:17]=[CH:16][C:11]=1[C:12]([O:14][CH3:15])=[O:13])[CH3:3]. The catalyst class is: 6. (4) Reactant: [CH3:1][N:2]([CH3:11])[C:3]1[CH:10]=[CH:9][C:6]([CH:7]=O)=[CH:5][CH:4]=1.[NH2:12][C:13]1[CH:14]=[CH:15][C:16]([CH3:20])=[C:17]([OH:19])[CH:18]=1.C([BH3-])#N.[Na+]. Product: [CH3:1][N:2]([CH3:11])[C:3]1[CH:10]=[CH:9][C:6]([CH2:7][NH:12][C:13]2[CH:14]=[CH:15][C:16]([CH3:20])=[C:17]([OH:19])[CH:18]=2)=[CH:5][CH:4]=1. The catalyst class is: 5. (5) Reactant: Cl[C:2]1[C:11]2[C:6](=[C:7]([O:14][CH3:15])[C:8]([O:12][CH3:13])=[CH:9][CH:10]=2)[N:5]=[CH:4][N:3]=1.Cl.[NH2:17][C@H:18]1[CH2:22][O:21][CH2:20][C@H:19]1[OH:23].CCN(C(C)C)C(C)C. Product: [CH3:13][O:12][C:8]1[C:7]([O:14][CH3:15])=[C:6]2[C:11]([C:2]([NH:17][C@H:18]3[CH2:22][O:21][CH2:20][C@H:19]3[OH:23])=[N:3][CH:4]=[N:5]2)=[CH:10][CH:9]=1. The catalyst class is: 32. (6) Reactant: [O:1]=[S:2]1(=[O:55])[CH2:7][CH:6]=[C:5]([C:8]2[C:16]3[C:11](=[CH:12][CH:13]=[C:14]([C:17]([NH:19][C@@H:20]4[CH2:25][CH2:24][CH2:23][N:22]([CH2:26][C:27]5[C:32]([O:33][CH3:34])=[CH:31][CH:30]=[CH:29][C:28]=5[F:35])[CH2:21]4)=[O:18])[CH:15]=3)[N:10](C(C3C=CC=CC=3)(C3C=CC=CC=3)C3C=CC=CC=3)[N:9]=2)[CH2:4][CH2:3]1. Product: [O:55]=[S:2]1(=[O:1])[CH2:3][CH2:4][CH:5]([C:8]2[C:16]3[C:11](=[CH:12][CH:13]=[C:14]([C:17]([NH:19][C@@H:20]4[CH2:25][CH2:24][CH2:23][N:22]([CH2:26][C:27]5[C:32]([O:33][CH3:34])=[CH:31][CH:30]=[CH:29][C:28]=5[F:35])[CH2:21]4)=[O:18])[CH:15]=3)[NH:10][N:9]=2)[CH2:6][CH2:7]1. The catalyst class is: 153.